Dataset: Full USPTO retrosynthesis dataset with 1.9M reactions from patents (1976-2016). Task: Predict the reactants needed to synthesize the given product. (1) Given the product [CH2:15]([Si:14]([C:12]#[C:13][C:2]1[CH:3]=[CH:4][C:5]([C:8]([O:10][CH3:11])=[O:9])=[N:6][CH:7]=1)([CH2:19][CH3:20])[CH2:17][CH3:18])[CH3:16], predict the reactants needed to synthesize it. The reactants are: Br[C:2]1[CH:3]=[CH:4][C:5]([C:8]([O:10][CH3:11])=[O:9])=[N:6][CH:7]=1.[CH2:12]([Si:14]([C:19]#[CH:20])([CH2:17][CH3:18])[CH2:15][CH3:16])[CH3:13].C(N(CC)CC)C. (2) The reactants are: FC(F)(F)S([O:6][CH:7]([F:9])[F:8])(=O)=O.[Br:12][C:13]1[CH:18]=[CH:17][C:16]([I:19])=[CH:15][C:14]=1O.[OH-].[K+].CC#N. Given the product [Br:12][C:13]1[CH:18]=[CH:17][C:16]([I:19])=[CH:15][C:14]=1[O:6][CH:7]([F:9])[F:8], predict the reactants needed to synthesize it. (3) Given the product [Br:4][C:5]1[CH:10]=[CH:9][C:8]([C@:11]23[C@H:27]([C:31]4[CH:32]=[CH:33][CH:34]=[CH:35][CH:36]=4)[CH2:28][C@H:29]([OH:30])[C@@:15]2([OH:16])[C:14]2[C:17]([O:24][CH2:25][CH3:26])=[CH:18][C:19]([O:21][CH2:22][CH3:23])=[CH:20][C:13]=2[O:12]3)=[CH:7][CH:6]=1, predict the reactants needed to synthesize it. The reactants are: [I-].[I-].[Sm+2].[Br:4][C:5]1[CH:10]=[CH:9][C:8]([C@:11]2([C@H:27]([C:31]3[CH:36]=[CH:35][CH:34]=[CH:33][CH:32]=3)[CH2:28][CH:29]=[O:30])[C:15](=[O:16])[C:14]3[C:17]([O:24][CH2:25][CH3:26])=[CH:18][C:19]([O:21][CH2:22][CH3:23])=[CH:20][C:13]=3[O:12]2)=[CH:7][CH:6]=1.C(=O)([O-])[O-].[K+].[K+].